This data is from Forward reaction prediction with 1.9M reactions from USPTO patents (1976-2016). The task is: Predict the product of the given reaction. Given the reactants Cl.[CH3:2][N:3]([CH2:5][C:6]1[CH:14]=[CH:13][C:9]([C:10]([OH:12])=[O:11])=[CH:8][CH:7]=1)[CH3:4].C(O)CCCCCCC/C=C/CCCCCCCC, predict the reaction product. The product is: [CH3:4][N:3]([CH2:5][C:6]1[CH:14]=[CH:13][C:9]([C:10]([OH:12])=[O:11])=[CH:8][CH:7]=1)[CH3:2].